This data is from Forward reaction prediction with 1.9M reactions from USPTO patents (1976-2016). The task is: Predict the product of the given reaction. (1) Given the reactants [CH2:1]([O:3][C:4](=[O:10])[CH2:5][NH:6][CH2:7][CH:8]=[CH2:9])[CH3:2].[ClH:11].O1CCOCC1, predict the reaction product. The product is: [ClH:11].[CH2:1]([O:3][C:4](=[O:10])[CH2:5][NH:6][CH2:7][CH:8]=[CH2:9])[CH3:2]. (2) Given the reactants [NH:1]1[C:5]2[C:6]3[NH:7][C:8]4[C:13]([C:14]=3[CH2:15][CH2:16][C:4]=2[CH:3]=[N:2]1)=[CH:12][C:11](C(O)=O)=[CH:10][CH:9]=4.[C:20](=[O:23])([O-])O.[Na+].[CH2:25](Cl)Cl.[CH3:28][OH:29], predict the reaction product. The product is: [NH:1]1[C:5]2[C:6]3[NH:7][C:8]4[C:13]([C:14]=3[CH2:15][CH2:16][C:4]=2[CH:3]=[N:2]1)=[CH:12][C:11]([C:28]([O:23][CH2:20][CH3:25])=[O:29])=[CH:10][CH:9]=4. (3) Given the reactants [CH2:1]([N:8]1[C:16]2[C:11](=[C:12]([C:17]3[CH:22]=[CH:21][C:20]([O:23][C:24]([F:27])([F:26])[F:25])=[CH:19][CH:18]=3)[CH:13]=[CH:14][CH:15]=2)[CH:10]=[CH:9]1)[C:2]1[CH:7]=[CH:6][CH:5]=[CH:4][CH:3]=1.[C:28](Cl)(=[O:32])[C:29](Cl)=[O:30].[CH2:34]([OH:36])[CH3:35], predict the reaction product. The product is: [CH2:1]([N:8]1[C:16]2[C:11](=[C:12]([C:17]3[CH:22]=[CH:21][C:20]([O:23][C:24]([F:27])([F:25])[F:26])=[CH:19][CH:18]=3)[CH:13]=[CH:14][CH:15]=2)[C:10]([C:28](=[O:32])[C:29]([O:36][CH2:34][CH3:35])=[O:30])=[CH:9]1)[C:2]1[CH:3]=[CH:4][CH:5]=[CH:6][CH:7]=1. (4) Given the reactants [H-].[Na+].[Br:3][C:4]1[CH:9]=[CH:8][C:7]([OH:10])=[CH:6][CH:5]=1.[CH2:11](Br)[CH2:12][CH2:13][CH2:14][CH2:15][CH2:16][CH2:17][CH3:18], predict the reaction product. The product is: [Br:3][C:4]1[CH:9]=[CH:8][C:7]([O:10][CH2:11][CH2:12][CH2:13][CH2:14][CH2:15][CH2:16][CH2:17][CH3:18])=[CH:6][CH:5]=1. (5) Given the reactants [OH:1][CH2:2][C:3]1[CH:8]=[CH:7][C:6]([C:9]([NH:11][C:12]2[CH:17]=[C:16]([C:18]3[S:19][CH:20]=[CH:21][CH:22]=3)[CH:15]=[CH:14][C:13]=2[NH:23][C:24](=[O:30])[O:25][C:26]([CH3:29])([CH3:28])[CH3:27])=[O:10])=[CH:5][CH:4]=1.F[P-](F)(F)(F)(F)F.N1(O[P+](N(C)C)(N(C)C)N(C)C)C2C=CC=CC=2N=N1.[CH3:58][P:59]([CH3:62])(=O)[OH:60].CCN(C(C)C)C(C)C.C([O-])(O)=O.[Na+], predict the reaction product. The product is: [CH3:58][P:59]([CH3:62])(=[O:60])[O:1][CH2:2][C:3]1[CH:8]=[CH:7][C:6]([C:9]([NH:11][C:12]2[CH:17]=[C:16]([C:18]3[S:19][CH:20]=[CH:21][CH:22]=3)[CH:15]=[CH:14][C:13]=2[NH:23][C:24]([O:25][C:26]([CH3:27])([CH3:29])[CH3:28])=[O:30])=[O:10])=[CH:5][CH:4]=1. (6) Given the reactants C([O:5][C:6](=[O:16])[C@@H:7]([CH2:9][C:10]1[CH:15]=[CH:14][CH:13]=[CH:12][CH:11]=1)[NH2:8])(C)(C)C.CN(C(ON1N=NC2C=CC=NC1=2)=[N+](C)C)C.F[P-](F)(F)(F)(F)F.CCN(C(C)C)C(C)C.[Cl:50][C:51]1[C:52]2[CH:62]=[CH:61][C:60]([CH3:63])=[CH:59][C:53]=2[S:54][C:55]=1[C:56](O)=[O:57].C(O)(C(F)(F)F)=O, predict the reaction product. The product is: [Cl:50][C:51]1[C:52]2[CH:62]=[CH:61][C:60]([CH3:63])=[CH:59][C:53]=2[S:54][C:55]=1[C:56]([NH:8][C@H:7]([CH2:9][C:10]1[CH:11]=[CH:12][CH:13]=[CH:14][CH:15]=1)[C:6]([OH:5])=[O:16])=[O:57]. (7) Given the reactants [O-:1][CH2:2][CH2:3][CH2:4][CH3:5].[CH2:6]([Sn+:10](CCCC)[CH2:11][CH2:12][CH2:13][CH3:14])[CH2:7][CH2:8][CH3:9].C(=O)([O:20][CH2:21][CH2:22][CH2:23][CH3:24])[O:20][CH2:21][CH2:22][CH2:23][CH3:24], predict the reaction product. The product is: [O-:1][CH2:2][CH2:3][CH2:4][CH3:5].[O-:20][CH2:21][CH2:22][CH2:23][CH3:24].[CH2:6]([Sn+2:10][CH2:11][CH2:12][CH2:13][CH3:14])[CH2:7][CH2:8][CH3:9].